Dataset: Forward reaction prediction with 1.9M reactions from USPTO patents (1976-2016). Task: Predict the product of the given reaction. Given the reactants [C:1]([NH:4][C:5]1[CH:10]=[CH:9][C:8]([C:11]2[CH:16]=[CH:15][CH:14]=[C:13]([C:17]([O:19][CH2:20][CH3:21])=[O:18])[CH:12]=2)=[CH:7][C:6]=1[N+:22]([O-])=O)(=[O:3])[CH3:2].O1CCCC1, predict the reaction product. The product is: [C:1]([NH:4][C:5]1[CH:10]=[CH:9][C:8]([C:11]2[CH:16]=[CH:15][CH:14]=[C:13]([C:17]([O:19][CH2:20][CH3:21])=[O:18])[CH:12]=2)=[CH:7][C:6]=1[NH2:22])(=[O:3])[CH3:2].